From a dataset of Catalyst prediction with 721,799 reactions and 888 catalyst types from USPTO. Predict which catalyst facilitates the given reaction. (1) The catalyst class is: 5. Product: [Cl:1][C:2]1[CH:9]=[C:8]([Cl:10])[CH:7]=[CH:6][C:3]=1[CH2:4][NH:11][C@H:12]1[CH2:16][CH2:15][N:14]([C:17]([O:19][C:20]([CH3:23])([CH3:22])[CH3:21])=[O:18])[CH2:13]1. Reactant: [Cl:1][C:2]1[CH:9]=[C:8]([Cl:10])[CH:7]=[CH:6][C:3]=1[CH:4]=O.[NH2:11][C@H:12]1[CH2:16][CH2:15][N:14]([C:17]([O:19][C:20]([CH3:23])([CH3:22])[CH3:21])=[O:18])[CH2:13]1.[BH4-].[Na+]. (2) Reactant: Cl.Cl[CH2:3][CH2:4][N:5]1[CH2:10][CH2:9][O:8][CH2:7][CH2:6]1.[C:11]([C:13]1([NH:16][C:17]([C@@H:19]2[CH2:24][CH2:23][CH2:22][CH2:21][C@H:20]2[C:25]([N:27]2[CH2:40][CH2:39][C:30]3[NH:31][C:32]4[C:33]([OH:38])=[CH:34][CH:35]=[CH:36][C:37]=4[C:29]=3[CH2:28]2)=[O:26])=[O:18])[CH2:15][CH2:14]1)#[N:12].C(=O)([O-])[O-].[K+].[K+]. Product: [C:11]([C:13]1([NH:16][C:17]([C@@H:19]2[CH2:24][CH2:23][CH2:22][CH2:21][C@H:20]2[C:25]([N:27]2[CH2:40][CH2:39][C:30]3[NH:31][C:32]4[C:33]([O:38][CH2:3][CH2:4][N:5]5[CH2:10][CH2:9][O:8][CH2:7][CH2:6]5)=[CH:34][CH:35]=[CH:36][C:37]=4[C:29]=3[CH2:28]2)=[O:26])=[O:18])[CH2:15][CH2:14]1)#[N:12]. The catalyst class is: 3. (3) Reactant: [F:1][C:2]([F:32])([F:31])[C:3]1[N:8]=[CH:7][C:6]([NH:9][C:10]2[N:15]=[N:14][C:13]([C:16]3[CH:21]=[CH:20][C:19]([CH:22]4[CH2:27][CH2:26][CH:25]([CH2:28][C:29]#[N:30])[CH2:24][CH2:23]4)=[CH:18][CH:17]=3)=[CH:12][CH:11]=2)=[CH:5][CH:4]=1.CS(C)=O.Cl.[NH2:38][OH:39]. Product: [OH:39][NH:38][C:29](=[NH:30])[CH2:28][CH:25]1[CH2:26][CH2:27][CH:22]([C:19]2[CH:18]=[CH:17][C:16]([C:13]3[N:14]=[N:15][C:10]([NH:9][C:6]4[CH:7]=[N:8][C:3]([C:2]([F:32])([F:31])[F:1])=[CH:4][CH:5]=4)=[CH:11][CH:12]=3)=[CH:21][CH:20]=2)[CH2:23][CH2:24]1. The catalyst class is: 66. (4) Reactant: Cl.Cl[C:3]1[N:16]2[C:7](=[N:8][C:9]3[C:14]([C:15]2=[O:17])=[C:13]([F:18])[CH:12]=[CH:11][CH:10]=3)[C:6]2[CH:19]=[CH:20][N:21]([S:22]([C:25]3[CH:30]=[CH:29][C:28]([CH3:31])=[CH:27][CH:26]=3)(=[O:24])=[O:23])[C:5]=2[N:4]=1.[CH3:32][N:33]([CH2:35][C:36]([N:38]1[C:46]2[C:41](=[CH:42][CH:43]=[C:44]([NH2:47])[CH:45]=2)[CH2:40][CH2:39]1)=[O:37])[CH3:34]. Product: [CH3:32][N:33]([CH3:34])[CH2:35][C:36]([N:38]1[C:46]2[C:41](=[CH:42][CH:43]=[C:44]([NH:47][C:3]3[N:16]4[C:7](=[N:8][C:9]5[C:14]([C:15]4=[O:17])=[C:13]([F:18])[CH:12]=[CH:11][CH:10]=5)[C:6]4[CH:19]=[CH:20][N:21]([S:22]([C:25]5[CH:30]=[CH:29][C:28]([CH3:31])=[CH:27][CH:26]=5)(=[O:23])=[O:24])[C:5]=4[N:4]=3)[CH:45]=2)[CH2:40][CH2:39]1)=[O:37]. The catalyst class is: 7. (5) Reactant: [N:1]1[CH:6]=[CH:5][CH:4]=[CH:3][C:2]=1[C:7]1[CH:8]=[C:9]([OH:17])[C:10]2[CH:11]=[CH:12][CH:13]=[N:14][C:15]=2[CH:16]=1.O[C@H:19]([C@H:21]1[CH2:25][N:24]([C@H](C2C=CC(OC)=CC=2)C)[C:23](=[O:36])[CH2:22]1)[CH3:20].C1(P(C2C=CC=CC=2)C2C=CC=CC=2)C=CC=CC=1.C1C=CC(COC(/N=N/C(OCC2C=CC=CC=2)=O)=O)=CC=1. Product: [N:1]1[CH:6]=[CH:5][CH:4]=[CH:3][C:2]=1[C:7]1[CH:16]=[C:15]2[C:10]([CH:11]=[CH:12][CH:13]=[N:14]2)=[C:9]([O:17][C@@H:19]([C@H:21]2[CH2:25][NH:24][C:23](=[O:36])[CH2:22]2)[CH3:20])[CH:8]=1. The catalyst class is: 2. (6) Reactant: [F:1][C:2]1[CH:7]=[C:6]([F:8])[CH:5]=[CH:4][C:3]=1[N:9]1[CH:13]([C:14]2[CH:19]=[CH:18][C:17]([N:20]3[CH2:26][CH2:25][CH2:24][N:23](C(OC(C)(C)C)=O)[CH2:22][CH2:21]3)=[CH:16][CH:15]=2)[CH2:12][C:11]([C:34]([C:40]([F:43])([F:42])[F:41])([C:36]([F:39])([F:38])[F:37])[OH:35])=[N:10]1.[ClH:44]. Product: [ClH:44].[F:1][C:2]1[CH:7]=[C:6]([F:8])[CH:5]=[CH:4][C:3]=1[N:9]1[CH:13]([C:14]2[CH:15]=[CH:16][C:17]([N:20]3[CH2:26][CH2:25][CH2:24][NH:23][CH2:22][CH2:21]3)=[CH:18][CH:19]=2)[CH2:12][C:11]([C:34]([C:40]([F:41])([F:42])[F:43])([C:36]([F:38])([F:37])[F:39])[OH:35])=[N:10]1. The catalyst class is: 13. (7) Reactant: C(Cl)(=O)C(Cl)=O.CS(C)=O.[OH:11][CH2:12][CH2:13][CH2:14][CH2:15][CH2:16][CH2:17][NH:18][C:19](=[O:25])[O:20][C:21]([CH3:24])([CH3:23])[CH3:22].C(N(CC)CC)C. Product: [O:11]=[CH:12][CH2:13][CH2:14][CH2:15][CH2:16][CH2:17][NH:18][C:19](=[O:25])[O:20][C:21]([CH3:23])([CH3:22])[CH3:24]. The catalyst class is: 4.